From a dataset of Forward reaction prediction with 1.9M reactions from USPTO patents (1976-2016). Predict the product of the given reaction. (1) The product is: [CH:29]1([O:23][C:20]2[CH:19]=[CH:18][C:17]([C:7]3[C:6]([CH2:5][C:4]([N:3]([CH2:1][CH3:2])[CH2:25][CH3:26])=[O:24])=[C:10]4[N:11]=[C:12]([CH3:16])[CH:13]=[C:14]([CH3:15])[N:9]4[N:8]=3)=[CH:22][CH:21]=2)[CH2:32][CH2:31][CH2:30]1. Given the reactants [CH2:1]([N:3]([CH2:25][CH3:26])[C:4](=[O:24])[CH2:5][C:6]1[C:7]([C:17]2[CH:22]=[CH:21][C:20]([OH:23])=[CH:19][CH:18]=2)=[N:8][N:9]2[C:14]([CH3:15])=[CH:13][C:12]([CH3:16])=[N:11][C:10]=12)[CH3:2].[H-].[Na+].[CH:29]1(Br)[CH2:32][CH2:31][CH2:30]1, predict the reaction product. (2) Given the reactants [C:1](Cl)(=[O:8])[C:2]1[CH:7]=[CH:6][CH:5]=[CH:4][CH:3]=1.C([N:12]([CH2:15][CH3:16])[CH2:13][CH3:14])C.[CH2:17](Cl)Cl, predict the reaction product. The product is: [CH3:15][N:12]([C:13]1[CH:14]=[CH:4][CH:3]=[CH:2][CH:1]=1)[C:1](=[O:8])[C:2]1[CH:7]=[CH:6][CH:5]=[CH:4][CH:3]=1.[C:1]([N:12]1[CH2:13][CH2:14][CH2:17][CH2:16][CH2:15]1)(=[O:8])[C:2]1[CH:7]=[CH:6][CH:5]=[CH:4][CH:3]=1. (3) Given the reactants [NH2:1][C:2]1[CH:11]=[C:10]([Cl:12])[C:9]([I:13])=[CH:8][C:3]=1[C:4]([O:6][CH3:7])=[O:5].N1C=CC=CC=1.[C:20](Cl)(=[O:22])[CH3:21], predict the reaction product. The product is: [C:20]([NH:1][C:2]1[CH:11]=[C:10]([Cl:12])[C:9]([I:13])=[CH:8][C:3]=1[C:4]([O:6][CH3:7])=[O:5])(=[O:22])[CH3:21].